From a dataset of Full USPTO retrosynthesis dataset with 1.9M reactions from patents (1976-2016). Predict the reactants needed to synthesize the given product. (1) Given the product [C:16]([C:8]1[S:9][C:10]2=[N:11][CH:12]=[CH:13][CH:14]=[C:15]2[C:7]=1[O:6][CH2:5][C:4]([OH:18])=[O:3])#[N:17], predict the reactants needed to synthesize it. The reactants are: C([O:3][C:4](=[O:18])[CH2:5][O:6][C:7]1[C:15]2[C:10](=[N:11][CH:12]=[CH:13][CH:14]=2)[S:9][C:8]=1[C:16]#[N:17])C.O.O[Li].O. (2) Given the product [Cl:9][C:10]1[CH:11]=[C:12]2[C:17](=[CH:18][CH:19]=1)[N:16]([CH2:20][C:21]1[CH:22]=[CH:23][C:24]([F:27])=[CH:25][CH:26]=1)[C:15](=[O:28])[C:14]([C:29]#[N:30])=[C:13]2[N:31]1[CH2:36][CH2:35][N:34]([C:6]([C:2]2[S:1][CH:5]=[CH:4][CH:3]=2)=[O:7])[CH2:33][CH2:32]1, predict the reactants needed to synthesize it. The reactants are: [S:1]1[CH:5]=[CH:4][CH:3]=[C:2]1[C:6](Cl)=[O:7].[Cl:9][C:10]1[CH:11]=[C:12]2[C:17](=[CH:18][CH:19]=1)[N:16]([CH2:20][C:21]1[CH:26]=[CH:25][C:24]([F:27])=[CH:23][CH:22]=1)[C:15](=[O:28])[C:14]([C:29]#[N:30])=[C:13]2[N:31]1[CH2:36][CH2:35][NH:34][CH2:33][CH2:32]1. (3) Given the product [C:27]1([S:33]([C:36](=[CH:25][C:23]2[CH:22]=[CH:21][N:20]=[C:19]([C:14]3[N:15]=[CH:16][N:17]([CH3:18])[C:13]=3[C:7]3[CH:8]=[CH:9][C:10]([F:12])=[CH:11][C:6]=3[O:5][CH2:4][CH:1]3[CH2:2][CH2:3]3)[CH:24]=2)[C:37]#[N:38])(=[O:34])=[O:35])[CH:28]=[CH:29][CH:30]=[CH:31][CH:32]=1, predict the reactants needed to synthesize it. The reactants are: [CH:1]1([CH2:4][O:5][C:6]2[CH:11]=[C:10]([F:12])[CH:9]=[CH:8][C:7]=2[C:13]2[N:17]([CH3:18])[CH:16]=[N:15][C:14]=2[C:19]2[CH:24]=[C:23]([CH:25]=O)[CH:22]=[CH:21][N:20]=2)[CH2:3][CH2:2]1.[C:27]1([S:33]([CH2:36][C:37]#[N:38])(=[O:35])=[O:34])[CH:32]=[CH:31][CH:30]=[CH:29][CH:28]=1.C([O-])(O)=O.[Na+].